This data is from Full USPTO retrosynthesis dataset with 1.9M reactions from patents (1976-2016). The task is: Predict the reactants needed to synthesize the given product. (1) Given the product [CH2:19]([C:18]1[CH:7]=[CH:8][C:1]([CH3:2])=[N:16][CH:17]=1)[CH3:20].[CH:5]([CH:1]=[O:3])=[O:6].[C:7]([OH:10])(=[O:9])[CH:8]=[O:13], predict the reactants needed to synthesize it. The reactants are: [CH:1](=[O:3])[CH3:2].N.[CH2:5]=[O:6].[C:7]([O:10]O)(=[O:9])[CH3:8].[N+]([O-])(O)=[O:13].[N:16]1C=[CH:20][CH:19]=[CH:18][CH:17]=1. (2) Given the product [ClH:1].[Cl:1][C:2]1[CH:32]=[C:31]([Cl:33])[CH:30]=[CH:29][C:3]=1[C:4]([C:6]1[CH:11]=[CH:10][CH:9]=[CH:8][C:7]=1[NH:12][S:13]([C:16]1[CH:28]=[CH:27][C:19]([C:20]([NH:22][CH2:23][C:24](=[O:25])[N:41]2[CH2:46][CH2:45][NH:44][CH2:43][CH2:42]2)=[O:21])=[CH:18][CH:17]=1)(=[O:15])=[O:14])=[O:5], predict the reactants needed to synthesize it. The reactants are: [Cl:1][C:2]1[CH:32]=[C:31]([Cl:33])[CH:30]=[CH:29][C:3]=1[C:4]([C:6]1[CH:11]=[CH:10][CH:9]=[CH:8][C:7]=1[NH:12][S:13]([C:16]1[CH:28]=[CH:27][C:19]([C:20]([NH:22][CH2:23][C:24](O)=[O:25])=[O:21])=[CH:18][CH:17]=1)(=[O:15])=[O:14])=[O:5].C(OC([N:41]1[CH2:46][CH2:45][NH:44][CH2:43][CH2:42]1)=O)(C)(C)C. (3) Given the product [NH:13]1[C:14]2[CH:19]=[CH:18][CH:17]=[CH:16][C:15]=2[N:11]=[C:12]1[C@H:8]([NH:9][C:10]([NH:28][CH:23]1[CH2:27][CH2:26][CH2:25][CH2:24]1)=[O:20])[CH2:7][C:6]1[CH:5]=[CH:4][C:3]([O:2][CH3:1])=[CH:22][CH:21]=1, predict the reactants needed to synthesize it. The reactants are: [CH3:1][O:2][C:3]1[CH:22]=[CH:21][C:6]([CH2:7][C@@H:8]2[C:12]3=[N:13][C:14]4[CH:19]=[CH:18][CH:17]=[CH:16][C:15]=4[N:11]3[C:10](=[O:20])[NH:9]2)=[CH:5][CH:4]=1.[CH:23]1([NH2:28])[CH2:27][CH2:26][CH2:25][CH2:24]1.C(O)(C(F)(F)F)=O. (4) Given the product [CH3:1][O:2][C:3]1[N:8]2[N:25]=[C:22]([NH2:21])[N:9]=[C:7]2[C:6]([C:10]2[CH:11]=[CH:12][CH:13]=[CH:14][CH:15]=2)=[CH:5][CH:4]=1, predict the reactants needed to synthesize it. The reactants are: [CH3:1][O:2][C:3]1[N:8]=[C:7]([NH2:9])[C:6]([C:10]2[CH:15]=[CH:14][CH:13]=[CH:12][CH:11]=2)=[CH:5][CH:4]=1.C(OC([N:21]=[C:22]=S)=O)C.Cl.[NH2:25]O. (5) Given the product [Cl:1][C:2]1[C:10]2[C:9]([S:11][CH2:12][C:13]([OH:15])=[O:14])=[N:8][CH:7]=[N:6][C:5]=2[S:4][C:3]=1[CH3:16], predict the reactants needed to synthesize it. The reactants are: [Cl:1][C:2]1[C:10]2[C:9]([S:11][CH2:12][C:13]([O-:15])=[O:14])=[N:8][CH:7]=[N:6][C:5]=2[S:4][C:3]=1[CH3:16].[OH-].[Na+]. (6) Given the product [CH2:1]([NH:8][C:9]1[CH:10]=[C:11]2[C:16](=[CH:17][CH:18]=1)[N:15]=[C:14]([CH3:19])[CH:13]=[C:12]2[N:29]1[CH2:30][CH2:31][CH:27]([C:21]2[CH:26]=[CH:25][CH:24]=[CH:23][CH:22]=2)[CH2:28]1)[C:2]1[CH:7]=[CH:6][CH:5]=[CH:4][CH:3]=1, predict the reactants needed to synthesize it. The reactants are: [CH2:1]([NH:8][C:9]1[CH:10]=[C:11]2[C:16](=[CH:17][CH:18]=1)[N:15]=[C:14]([CH3:19])[CH:13]=[C:12]2Cl)[C:2]1[CH:7]=[CH:6][CH:5]=[CH:4][CH:3]=1.[C:21]1([CH:27]2[CH2:31][CH2:30][NH:29][CH2:28]2)[CH:26]=[CH:25][CH:24]=[CH:23][CH:22]=1. (7) Given the product [CH3:2][CH2:1][O:3][CH2:4][CH3:5].[CH3:29][CH2:28][CH2:27][CH:26]([CH3:31])[CH3:25], predict the reactants needed to synthesize it. The reactants are: [CH2:1]([O:3][C:4](=O)[C@H:5](OC1C=C(NS(C2N=CN(C)C=2)(=O)=O)N=C(S[CH2:25][C:26]2[CH:31]=C[CH:29]=[C:28](F)[C:27]=2F)N=1)C)[CH3:2].[BH4-].[Li+]. (8) Given the product [C:1]([O:5][C:6]([NH:8][CH:9]([C@@H:16]1[CH2:17][CH2:18][N:19]([C@@H:21]([C:23]2[CH:24]=[CH:25][CH:26]=[CH:27][CH:28]=2)[CH3:22])[CH2:20]1)[C:10]1[CH:15]=[CH:14][CH:13]=[CH:12][CH:11]=1)=[O:7])([CH3:2])([CH3:3])[CH3:4], predict the reactants needed to synthesize it. The reactants are: [C:1]([O:5][C:6]([NH:8][CH:9]([C@H:16]1[CH2:20][N:19]([C@@H:21]([C:23]2[CH:28]=[CH:27][CH:26]=[CH:25][CH:24]=2)[CH3:22])[C:18](=O)[CH2:17]1)[C:10]1[CH:15]=[CH:14][CH:13]=[CH:12][CH:11]=1)=[O:7])([CH3:4])([CH3:3])[CH3:2]. (9) Given the product [CH2:1]([S:3]([C:6]1[CH:7]=[CH:8][C:9]([O:13][CH3:14])=[C:10]([N:12]=[C:26]=[S:27])[CH:11]=1)(=[O:5])=[O:4])[CH3:2], predict the reactants needed to synthesize it. The reactants are: [CH2:1]([S:3]([C:6]1[CH:7]=[CH:8][C:9]([O:13][CH3:14])=[C:10]([NH2:12])[CH:11]=1)(=[O:5])=[O:4])[CH3:2].CC1C=CC(C(N)=O)=CC=1N[C:26](N)=[S:27].